From a dataset of Reaction yield outcomes from USPTO patents with 853,638 reactions. Predict the reaction yield, written as a fraction of the theoretical maximum amount of product (1.0 means a 100% yield; for example, 0.34 means a 34% yield). (1) The reactants are [NH2:1][CH2:2][CH2:3][C:4]1[N:5]=[C:6]([NH:9][C:10]([NH:12][C:13]2[CH:18]=[CH:17][C:16]([CH3:19])=[CH:15][C:14]=2[C:20]([CH:22]2[CH2:26][CH2:25][CH2:24][CH2:23]2)=[O:21])=[O:11])[S:7][CH:8]=1.C1(=O)[O:32][C:30](=[O:31])[CH2:29][CH2:28]1. The catalyst is C(Cl)Cl. The product is [CH:22]1([C:20]([C:14]2[CH:15]=[C:16]([CH3:19])[CH:17]=[CH:18][C:13]=2[NH:12][C:10](=[O:11])[NH:9][C:6]2[S:7][CH:8]=[C:4]([CH2:3][CH2:2][NH:1][CH2:28][CH2:29][C:30]([OH:32])=[O:31])[N:5]=2)=[O:21])[CH2:23][CH2:24][CH2:25][CH2:26]1. The yield is 0.530. (2) The reactants are C[O:2][C:3]1[CH:4]=[C:5]2[C:10](=[CH:11][CH:12]=1)[C@@H:9]([C:13]1[CH:26]=[CH:25][C:16]([O:17][CH2:18][CH2:19][N:20]3[CH2:24][CH2:23][CH2:22][CH2:21]3)=[CH:15][CH:14]=1)[C@@H:8]([C:27]1[CH:32]=[CH:31][CH:30]=[CH:29][CH:28]=1)[CH2:7][CH2:6]2.B(Br)(Br)Br.C(=O)(O)[O-].[Na+]. The catalyst is C(Cl)Cl. The product is [CH:30]1[CH:31]=[CH:32][C:27]([C@@H:8]2[C@H:9]([C:13]3[CH:14]=[CH:15][C:16]([O:17][CH2:18][CH2:19][N:20]4[CH2:24][CH2:23][CH2:22][CH2:21]4)=[CH:25][CH:26]=3)[C:10]3[CH:11]=[CH:12][C:3]([OH:2])=[CH:4][C:5]=3[CH2:6][CH2:7]2)=[CH:28][CH:29]=1. The yield is 0.740.